Dataset: Reaction yield outcomes from USPTO patents with 853,638 reactions. Task: Predict the reaction yield, written as a fraction of the theoretical maximum amount of product (1.0 means a 100% yield; for example, 0.34 means a 34% yield). (1) The reactants are [NH:1]1[C:9]2[C:4](=[CH:5][C:6]([NH:10][C:11]3[C:12]4[CH2:20][N:19]([C:21]([O:23][C:24]([CH3:27])([CH3:26])[CH3:25])=[O:22])[CH2:18][C:13]=4[N:14]=[C:15](Cl)[N:16]=3)=[CH:7][CH:8]=2)[CH:3]=[N:2]1.[CH3:28][O:29][C:30]1[CH:31]=[C:32]2[C:36](=[CH:37][CH:38]=1)[CH2:35][NH:34][CH2:33]2. The catalyst is CN1C(=O)CCC1. The product is [NH:1]1[C:9]2[C:4](=[CH:5][C:6]([NH:10][C:11]3[C:12]4[CH2:20][N:19]([C:21]([O:23][C:24]([CH3:27])([CH3:26])[CH3:25])=[O:22])[CH2:18][C:13]=4[N:14]=[C:15]([N:34]4[CH2:33][C:32]5[C:36](=[CH:37][CH:38]=[C:30]([O:29][CH3:28])[CH:31]=5)[CH2:35]4)[N:16]=3)=[CH:7][CH:8]=2)[CH:3]=[N:2]1. The yield is 0.489. (2) The reactants are [N:1]1[CH:6]=[CH:5][CH:4]=[C:3]([C:7](=O)[CH2:8][C:9]2[CH:13]=[CH:12][S:11][CH:10]=2)[CH:2]=1.[CH2:15]([O:17][C:18]1[C:19]([OH:29])=[C:20]([CH:24]=[C:25]([CH:27]=O)[CH:26]=1)[C:21]([OH:23])=[O:22])[CH3:16].[NH2:30][C:31]([NH2:33])=[O:32].Cl. The catalyst is CCO. The product is [CH2:15]([O:17][C:18]1[C:19]([OH:29])=[C:20]([CH:24]=[C:25]([CH:27]2[C:8]([C:9]3[CH:13]=[CH:12][S:11][CH:10]=3)=[C:7]([C:3]3[CH:2]=[N:1][CH:6]=[CH:5][CH:4]=3)[NH:33][C:31](=[O:32])[NH:30]2)[CH:26]=1)[C:21]([OH:23])=[O:22])[CH3:16]. The yield is 0.330. (3) The reactants are C(N(CC)CC)C.[C:8]([O:12][C:13](=[O:29])[NH:14][C:15]1[CH:27]=[CH:26][C:25]2[C:24]3[C:19](=[CH:20][C:21]([NH2:28])=[CH:22][CH:23]=3)[CH2:18][C:17]=2[CH:16]=1)([CH3:11])([CH3:10])[CH3:9].[CH3:30][CH2:31][CH2:32][C:33](Cl)=O. The catalyst is ClCCl. The product is [C:8]([O:12][C:13](=[O:29])[NH:14][C:15]1[CH:27]=[CH:26][C:25]2[C:24]3[C:19](=[CH:20][C:21]([NH:28][CH2:30][CH2:31][CH2:32][CH3:33])=[CH:22][CH:23]=3)[CH2:18][C:17]=2[CH:16]=1)([CH3:11])([CH3:9])[CH3:10]. The yield is 0.800. (4) The reactants are [Cl:1][C:2]1[N:7]=[CH:6][C:5]([CH2:8][NH2:9])=[CH:4][CH:3]=1.ClC(Cl)(OC(=O)OC(Cl)(Cl)Cl)Cl.[N-:22]=[C:23]=[O:24].N[C:26]1[C:31]2[O:32][CH2:33][C:34](=[O:36])[NH:35][C:30]=2[CH:29]=[CH:28][CH:27]=1. The catalyst is CCOC(C)=O.CN(C=O)C.CO. The product is [Cl:1][C:2]1[N:7]=[CH:6][C:5]([CH2:8][NH:9][C:23]([NH:22][C:26]2[C:31]3[O:32][CH2:33][C:34](=[O:36])[NH:35][C:30]=3[CH:29]=[CH:28][CH:27]=2)=[O:24])=[CH:4][CH:3]=1. The yield is 0.120. (5) The reactants are C(NC(C)C)(C)C.[Li]CCCC.[F:13][C:14]1[C:19]([F:20])=[CH:18][C:17]([F:21])=[CH:16][N:15]=1.[C:22]([Si:26](Cl)([CH3:28])[CH3:27])([CH3:25])([CH3:24])[CH3:23].[Cl-].[NH4+]. The catalyst is C1COCC1.O. The product is [Si:26]([C:18]1[C:17]([F:21])=[CH:16][N:15]=[C:14]([F:13])[C:19]=1[F:20])([C:22]([CH3:25])([CH3:24])[CH3:23])([CH3:28])[CH3:27]. The yield is 0.730. (6) The reactants are Br[C:2]1[CH:3]=[C:4]([C:9]2[N:10]=[C:11]([CH:21]([CH3:23])[CH3:22])[NH:12][C:13]=2[C:14]2[CH:19]=[CH:18][CH:17]=[C:16]([CH3:20])[N:15]=2)[CH:5]=[CH:6][C:7]=1[F:8].CC1(C)C(C)(C)OB([C:32]2[CH:37]=[CH:36][C:35]([NH:38][S:39]([CH:42]3[CH2:44][CH2:43]3)(=[O:41])=[O:40])=[CH:34][CH:33]=2)O1. No catalyst specified. The product is [F:8][C:7]1[CH:6]=[CH:5][C:4]([C:9]2[NH:10][C:11]([CH:21]([CH3:23])[CH3:22])=[N:12][C:13]=2[C:14]2[CH:19]=[CH:18][CH:17]=[C:16]([CH3:20])[N:15]=2)=[CH:3][C:2]=1[C:32]1[CH:37]=[CH:36][C:35]([NH:38][S:39]([CH:42]2[CH2:44][CH2:43]2)(=[O:40])=[O:41])=[CH:34][CH:33]=1. The yield is 0.120.